From a dataset of Forward reaction prediction with 1.9M reactions from USPTO patents (1976-2016). Predict the product of the given reaction. (1) Given the reactants C([O:3][C:4]([C@@H:6]1[C@@H:11]2[C@H:7]1[CH2:8][C@@H:9]([OH:32])[CH:10]2[NH:12][C:13]1[CH:18]=[CH:17][C:16]([F:19])=[C:15]([C@:20]2([CH3:31])[C:25]([CH3:27])([CH3:26])[C:24](=[O:28])[N:23]([CH3:29])[C:22]([NH2:30])=[N:21]2)[CH:14]=1)=[O:5])C.[Li+].[OH-], predict the reaction product. The product is: [NH2:30][C:22]1[N:23]([CH3:29])[C:24](=[O:28])[C:25]([CH3:26])([CH3:27])[C@:20]([C:15]2[CH:14]=[C:13]([NH:12][CH:10]3[C@H:9]([OH:32])[CH2:8][C@@H:7]4[C@H:11]3[C@H:6]4[C:4]([OH:5])=[O:3])[CH:18]=[CH:17][C:16]=2[F:19])([CH3:31])[N:21]=1. (2) Given the reactants COC(=O)N[C@@H](C(C)C)C(N1[C@H](C2NC(C3C=CC(C4C=CC5C(=CC=C(C6NC([C@@H]7CCCN7[C:48](=[O:61])[C@H:49]([NH:56][C:57]([O:59][CH3:60])=[O:58])[C:50]7[CH:55]=[CH:54][CH:53]=[CH:52][CH:51]=7)=NC=6)C=5)C=4)=CC=3)=CN=2)CC2(OCCO2)C1)=O.Cl.Cl.Cl.[F:69][C:70]1([F:118])[C:82]2[CH:81]=[C:80]([C:83]3[NH:87][C:86]([C@@H:88]4[CH2:92][CH2:91][CH2:90][N:89]4[C:93](=[O:103])[C@@H:94]([NH:98][C:99](=[O:102])[O:100][CH3:101])[CH:95]([CH3:97])[CH3:96])=[N:85][CH:84]=3)[CH:79]=[CH:78][C:77]=2[C:76]2[C:71]1=[CH:72][C:73]([C:104]1[CH:105]=[CH:106][C:107]3[N:111]=[C:110]([C@@H:112]4[CH2:116][CH2:115][CH2:114][NH:113]4)[NH:109][C:108]=3[CH:117]=1)=[CH:74][CH:75]=2, predict the reaction product. The product is: [CH3:60][O:59][C:57](=[O:58])[NH:56][C@H:49]([C:50]1[CH:55]=[CH:54][CH:53]=[CH:52][CH:51]=1)[C:48]([N:113]1[CH2:114][CH2:115][CH2:116][C@H:112]1[C:110]1[NH:109][C:108]2[CH:117]=[C:104]([C:73]3[CH:74]=[CH:75][C:76]4[C:77]5[C:82](=[CH:81][C:80]([C:83]6[NH:87][C:86]([C@@H:88]7[CH2:92][CH2:91][CH2:90][N:89]7[C:93](=[O:103])[C@@H:94]([NH:98][C:99]([O:100][CH3:101])=[O:102])[CH:95]([CH3:96])[CH3:97])=[N:85][CH:84]=6)=[CH:79][CH:78]=5)[C:70]([F:69])([F:118])[C:71]=4[CH:72]=3)[CH:105]=[CH:106][C:107]=2[N:111]=1)=[O:61]. (3) Given the reactants [CH3:1][O:2][C:3](=[O:11])[C:4]1[CH:9]=[CH:8][CH:7]=[N:6][C:5]=1F.[Cl:12][C:13]1[CH:19]=[CH:18][C:16]([NH2:17])=[CH:15][C:14]=1[O:20][CH3:21], predict the reaction product. The product is: [Cl:12][C:13]1[CH:19]=[CH:18][C:16]([NH:17][C:5]2[N:6]=[CH:7][CH:8]=[CH:9][C:4]=2[C:3]([O:2][CH3:1])=[O:11])=[CH:15][C:14]=1[O:20][CH3:21]. (4) Given the reactants [CH3:1][C:2]1[CH:10]=[CH:9][C:8]([CH3:11])=[CH:7][C:3]=1[C:4]([OH:6])=[O:5].S(=O)(=O)(O)O.[CH3:17]O, predict the reaction product. The product is: [CH3:17][O:5][C:4](=[O:6])[C:3]1[CH:7]=[C:8]([CH3:11])[CH:9]=[CH:10][C:2]=1[CH3:1]. (5) Given the reactants O[C:2]1C=CC(C=O)=C[C:3]=1OC.[OH:12][C:13]1[CH:20]=[CH:19][C:16]([CH:17]=[O:18])=[CH:15][C:14]=1[N+:21]([O-:23])=[O:22], predict the reaction product. The product is: [CH2:2]([O:12][C:13]1[CH:20]=[CH:19][C:16]([CH:17]=[O:18])=[CH:15][C:14]=1[N+:21]([O-:23])=[O:22])[CH3:3]. (6) Given the reactants [F:1][C:2]1[C:23]([F:24])=[CH:22][C:5]2[N:6]([CH:10]3[CH2:15][CH2:14][N:13]([C:16]4([CH3:21])[CH2:20][CH2:19][NH:18][CH2:17]4)[CH2:12][CH2:11]3)[C:7](=[O:9])[NH:8][C:4]=2[CH:3]=1.[C:25](Cl)(=[O:30])[O:26][CH2:27][CH2:28][F:29], predict the reaction product. The product is: [F:1][C:2]1[C:23]([F:24])=[CH:22][C:5]2[N:6]([CH:10]3[CH2:11][CH2:12][N:13]([C:16]4([CH3:21])[CH2:20][CH2:19][N:18]([C:25]([O:26][CH2:27][CH2:28][F:29])=[O:30])[CH2:17]4)[CH2:14][CH2:15]3)[C:7](=[O:9])[NH:8][C:4]=2[CH:3]=1. (7) Given the reactants [C:1]([O:5][C:6]([NH:8][CH2:9][CH2:10][CH2:11][C:12]1[CH:13]=[C:14]([NH:19]/[C:20](/[NH:32]C(=O)OCC2C=CC=CC=2)=[N:21]/C(=O)OCC2C=CC=CC=2)[C:15]([CH3:18])=[N:16][CH:17]=1)=[O:7])([CH3:4])([CH3:3])[CH3:2], predict the reaction product. The product is: [C:1]([O:5][C:6](=[O:7])[NH:8][CH2:9][CH2:10][CH2:11][C:12]1[CH:17]=[N:16][C:15]([CH3:18])=[C:14]([NH:19][C:20]([NH2:32])=[NH:21])[CH:13]=1)([CH3:3])([CH3:4])[CH3:2]. (8) Given the reactants [CH2:1]([N:3]([CH2:6][CH3:7])[CH2:4][CH3:5])C.BrC1[S:10][CH:11]=[CH:12][N:13]=1.[I-].[Na+].CN(C)C=[O:19], predict the reaction product. The product is: [OH:19][C@H:5]1[CH2:7][CH2:6][N:3]([C:1]2[S:10][CH:11]=[CH:12][N:13]=2)[CH2:4]1. (9) Given the reactants [O:1]1[CH:5]=[CH:4][C:3]([N:6](CC2C=CC(OC)=CC=2)[S:7]([C:10]2[CH:11]=[C:12]3[C:17](=[CH:18][CH:19]=2)[N:16]([C:20]2[C:25]([OH:26])=[CH:24][C:23]([C:27]4[CH:32]=[C:31]([F:33])[CH:30]=[C:29]([F:34])[CH:28]=4)=[C:22]([F:35])[CH:21]=2)[C:15](=[O:36])[CH:14]=[CH:13]3)(=[O:9])=[O:8])=[N:2]1.C(=O)([O-])[O-].[K+].[K+].Br[CH:53]([CH3:56])[C:54]#[N:55].O, predict the reaction product. The product is: [C:54]([CH:53]([O:26][C:25]1[C:20]([N:16]2[C:17]3[C:12](=[CH:11][C:10]([S:7]([NH:6][C:3]4[CH:4]=[CH:5][O:1][N:2]=4)(=[O:8])=[O:9])=[CH:19][CH:18]=3)[CH:13]=[CH:14][C:15]2=[O:36])=[CH:21][C:22]([F:35])=[C:23]([C:27]2[CH:32]=[C:31]([F:33])[CH:30]=[C:29]([F:34])[CH:28]=2)[CH:24]=1)[CH3:56])#[N:55]. (10) The product is: [Cl:31][C:32]1[CH:33]=[CH:34][C:35]([CH2:41][NH:1][C:2]2[CH:7]=[CH:6][CH:5]=[C:4]([C:8]3[C:20]4[C:19]5[CH:18]=[CH:17][C:16]([O:21][CH2:22][CH2:23][O:24][CH3:25])=[CH:15][C:14]=5[NH:13][C:12]=4[C:11]([C:26]([O:28][CH3:29])=[O:27])=[N:10][N:9]=3)[C:3]=2[CH3:30])=[C:36]([CH:40]=1)[C:37]([OH:39])=[O:38]. Given the reactants [NH2:1][C:2]1[C:3]([CH3:30])=[C:4]([C:8]2[C:20]3[C:19]4[CH:18]=[CH:17][C:16]([O:21][CH2:22][CH2:23][O:24][CH3:25])=[CH:15][C:14]=4[NH:13][C:12]=3[C:11]([C:26]([O:28][CH3:29])=[O:27])=[N:10][N:9]=2)[CH:5]=[CH:6][CH:7]=1.[Cl:31][C:32]1[CH:33]=[CH:34][C:35]([CH:41]=O)=[C:36]([CH:40]=1)[C:37]([OH:39])=[O:38].C(O)(=O)C.C(O[BH-](OC(=O)C)OC(=O)C)(=O)C.[Na+], predict the reaction product.